This data is from Full USPTO retrosynthesis dataset with 1.9M reactions from patents (1976-2016). The task is: Predict the reactants needed to synthesize the given product. (1) Given the product [Cl:1]/[CH:2]=[CH:3]\[CH2:21][CH2:20][CH2:19][CH2:18][CH2:17][CH2:16][O:15][C@@H:9]1[CH2:10][C@H:11]([CH3:14])[CH2:12][CH2:13][C@H:8]1[CH:5]([CH3:6])[CH3:7], predict the reactants needed to synthesize it. The reactants are: [Cl:1]/[CH:2]=[CH:3]\Cl.[CH:5]([C@@H:8]1[CH2:13][CH2:12][C@@H:11]([CH3:14])[CH2:10][C@H:9]1[O:15][CH2:16][CH2:17][CH2:18][CH2:19][CH2:20][CH2:21]C=C)([CH3:7])[CH3:6]. (2) Given the product [Br:1][C:2]1[C:3]2[C:4]3[CH:18]=[CH:17][S:16][C:5]=3[C:6](=[O:15])[N:7]([CH2:22][O:23][CH2:24][CH2:25][Si:26]([CH3:29])([CH3:28])[CH3:27])[C:8]=2[C:9]([CH3:14])=[CH:10][C:11]=1[O:12][CH3:13], predict the reactants needed to synthesize it. The reactants are: [Br:1][C:2]1[C:3]2[C:4]3[CH:18]=[CH:17][S:16][C:5]=3[C:6](=[O:15])[NH:7][C:8]=2[C:9]([CH3:14])=[CH:10][C:11]=1[O:12][CH3:13].[H-].[Na+].Cl[CH2:22][O:23][CH2:24][CH2:25][Si:26]([CH3:29])([CH3:28])[CH3:27]. (3) Given the product [Cl:16][C:17]1[CH:33]=[CH:32][C:20]([O:21][C:22]2[CH:29]=[CH:28][C:27]([CH2:30][O:31][C:2]3[CH:14]=[C:6]4[N:7]([CH:11]5[CH2:13][CH2:12]5)[CH2:8][CH2:9][CH2:10][N:5]4[C:4](=[O:15])[N:3]=3)=[CH:26][C:23]=2[C:24]#[N:25])=[CH:19][C:18]=1[C:34]([F:35])([F:36])[F:37], predict the reactants needed to synthesize it. The reactants are: Cl[C:2]1[CH:14]=[C:6]2[N:7]([CH:11]3[CH2:13][CH2:12]3)[CH2:8][CH2:9][CH2:10][N:5]2[C:4](=[O:15])[N:3]=1.[Cl:16][C:17]1[CH:33]=[CH:32][C:20]([O:21][C:22]2[CH:29]=[CH:28][C:27]([CH2:30][OH:31])=[CH:26][C:23]=2[C:24]#[N:25])=[CH:19][C:18]=1[C:34]([F:37])([F:36])[F:35]. (4) Given the product [C:15]([O:14][C:12]([N:10]1[C:9]2[CH:19]=[C:20]([Cl:28])[C:21]([N:23]([CH2:26][CH3:27])[CH2:24][CH3:25])=[CH:22][C:8]=2[O:7][CH:6]([C:4]([OH:5])=[O:3])[CH2:11]1)=[O:13])([CH3:17])([CH3:18])[CH3:16], predict the reactants needed to synthesize it. The reactants are: CC[O:3][C:4]([CH:6]1[CH2:11][N:10]([C:12]([O:14][C:15]([CH3:18])([CH3:17])[CH3:16])=[O:13])[C:9]2[CH:19]=[C:20]([Cl:28])[C:21]([N:23]([CH2:26][CH3:27])[CH2:24][CH3:25])=[CH:22][C:8]=2[O:7]1)=[O:5].O[Li].O. (5) Given the product [Br:11][C:12]1[CH:19]=[CH:18][C:15]([CH2:16][N:10]([CH2:16][C:15]2[CH:18]=[CH:19][C:12]([Br:11])=[CH:13][CH:14]=2)[C:8]2[CH:7]=[CH:6][C:5]3[NH:1][CH:2]=[N:3][C:4]=3[CH:9]=2)=[CH:14][CH:13]=1, predict the reactants needed to synthesize it. The reactants are: [N:1]1[C:5]2[CH:6]=[CH:7][C:8]([NH2:10])=[CH:9][C:4]=2[NH:3][CH:2]=1.[Br:11][C:12]1[CH:19]=[CH:18][C:15]([CH2:16]Br)=[CH:14][CH:13]=1.C([O-])([O-])=O.[K+].[K+]. (6) Given the product [F:10][C:11]([F:19])([F:20])[C:12]1[CH:13]=[CH:14][C:15]([NH:16][C:4](=[O:6])[CH2:3][C:2](=[O:1])[CH2:8][CH3:9])=[CH:17][CH:18]=1, predict the reactants needed to synthesize it. The reactants are: [O:1]=[C:2]([CH2:8][CH3:9])[CH2:3][C:4]([O:6]C)=O.[F:10][C:11]([F:20])([F:19])[C:12]1[CH:18]=[CH:17][C:15]([NH2:16])=[CH:14][CH:13]=1. (7) Given the product [Br:1][C:2]1[C:7]([CH3:8])=[CH:6][CH:5]=[CH:4][C:3]=1[CH:9]([OH:11])[C:10]([O:40][CH3:41])=[O:35], predict the reactants needed to synthesize it. The reactants are: [Br:1][C:2]1[C:7]([CH3:8])=[CH:6][CH:5]=[CH:4][C:3]=1[C:9](=[O:11])[CH3:10].[Se](=O)=O.FC(F)(F)S([O-])(=O)=O.[Yb+3].FC(F)(F)S([O-])(=O)=O.FC(F)(F)S([O-])(=O)=[O:35].[O:40]1CCOC[CH2:41]1. (8) Given the product [OH:25][NH:24][C:20]([C:18]1[CH:17]=[CH:16][C:6]2[CH2:7][N:8]([C:9]([O:11][CH:12]3[CH2:15][CH2:14][CH2:13]3)=[O:10])[C@@H:2]([CH3:1])[CH2:3][O:4][C:5]=2[CH:19]=1)=[O:22], predict the reactants needed to synthesize it. The reactants are: [CH3:1][C@@H:2]1[N:8]([C:9]([O:11][CH:12]2[CH2:15][CH2:14][CH2:13]2)=[O:10])[CH2:7][C:6]2[CH:16]=[CH:17][C:18]([C:20]([O:22]C)=O)=[CH:19][C:5]=2[O:4][CH2:3]1.[NH2:24][OH:25].[OH-].[Na+].O. (9) Given the product [Cl:14][C:15]1[CH:20]=[CH:19][C:18]([O:21][C:22]2[CH:23]=[C:24]([CH2:25][NH:26][C:4](=[O:6])[C:3]3[CH:7]=[CH:8][C:9]([CH2:11][O:12][CH3:13])=[N:10][C:2]=3[NH2:1])[CH:27]=[CH:28][CH:29]=2)=[CH:17][CH:16]=1, predict the reactants needed to synthesize it. The reactants are: [NH2:1][C:2]1[N:10]=[C:9]([CH2:11][O:12][CH3:13])[CH:8]=[CH:7][C:3]=1[C:4]([OH:6])=O.[Cl:14][C:15]1[CH:20]=[CH:19][C:18]([O:21][C:22]2[CH:23]=[C:24]([CH:27]=[CH:28][CH:29]=2)[CH2:25][NH2:26])=[CH:17][CH:16]=1.C(N(CC)CC)C.CN([P+](ON1N=NC2C=CC=CC1=2)(N(C)C)N(C)C)C.F[P-](F)(F)(F)(F)F. (10) Given the product [CH3:12][O:13][C:14]1[CH:21]=[CH:20][C:19]([N+:22]([O-:24])=[O:23])=[CH:18][C:15]=1[C:16]1[NH:1][N:2]=[C:3]([C:5]2[CH:10]=[CH:9][CH:8]=[C:7]([CH3:11])[N:6]=2)[N:4]=1, predict the reactants needed to synthesize it. The reactants are: [NH2:1][NH:2][C:3]([C:5]1[CH:10]=[CH:9][CH:8]=[C:7]([CH3:11])[N:6]=1)=[NH:4].[CH3:12][O:13][C:14]1[CH:21]=[CH:20][C:19]([N+:22]([O-:24])=[O:23])=[CH:18][C:15]=1[CH:16]=O.